Dataset: Reaction yield outcomes from USPTO patents with 853,638 reactions. Task: Predict the reaction yield, written as a fraction of the theoretical maximum amount of product (1.0 means a 100% yield; for example, 0.34 means a 34% yield). (1) The reactants are [CH2:1]([O:3][C:4](=[O:24])[C:5]([N:21]=[N+]=[N-])=[CH:6][C:7]1[CH:8]=[C:9]([C:15]2[CH:20]=[CH:19][CH:18]=[CH:17][CH:16]=2)[CH:10]=[CH:11][C:12]=1[O:13][CH3:14])[CH3:2]. The catalyst is CC1C=CC=CC=1C. The product is [CH2:1]([O:3][C:4]([C:5]1[NH:21][C:8]2[C:7]([CH:6]=1)=[C:12]([O:13][CH3:14])[CH:11]=[CH:10][C:9]=2[C:15]1[CH:20]=[CH:19][CH:18]=[CH:17][CH:16]=1)=[O:24])[CH3:2]. The yield is 0.740. (2) The reactants are [Br:1][C:2]1[CH:3]=[CH:4][C:5]([Cl:16])=[C:6]([CH:15]=1)[CH2:7][C:8]1[CH:13]=[CH:12][C:11]([OH:14])=[CH:10][CH:9]=1.N1C=CN=C1.[C:22]([Si:26](Cl)([CH3:28])[CH3:27])([CH3:25])([CH3:24])[CH3:23]. The catalyst is CN(C)C=O.CN(C)C1C=CN=CC=1. The product is [Br:1][C:2]1[CH:3]=[CH:4][C:5]([Cl:16])=[C:6]([CH:15]=1)[CH2:7][C:8]1[CH:13]=[CH:12][C:11]([O:14][Si:26]([C:22]([CH3:25])([CH3:24])[CH3:23])([CH3:28])[CH3:27])=[CH:10][CH:9]=1. The yield is 0.990.